This data is from Full USPTO retrosynthesis dataset with 1.9M reactions from patents (1976-2016). The task is: Predict the reactants needed to synthesize the given product. (1) Given the product [NH2:8][C:9]1[C:18]2[C:13](=[CH:14][CH:15]=[C:16]([NH:20][CH:21]([C:25]3[CH:30]=[CH:29][C:28]([CH2:31][CH2:32][O:33][C:34](=[O:58])[NH:35][C:36]4[CH:41]=[CH:40][C:39]([S:42]([CH:45]([CH3:47])[CH3:46])(=[O:44])=[O:43])=[C:38]([CH2:48][NH:49][CH3:50])[CH:37]=4)=[CH:27][CH:26]=3)[C:22]([OH:24])=[O:23])[C:17]=2[F:19])[CH:12]=[CH:11][N:10]=1, predict the reactants needed to synthesize it. The reactants are: C(OC([N:8](C(OC(C)(C)C)=O)[C:9]1[C:18]2[C:13](=[CH:14][CH:15]=[C:16]([NH:20][CH:21]([C:25]3[CH:30]=[CH:29][C:28]([CH2:31][CH2:32][O:33][C:34](=[O:58])[NH:35][C:36]4[CH:41]=[CH:40][C:39]([S:42]([CH:45]([CH3:47])[CH3:46])(=[O:44])=[O:43])=[C:38]([CH2:48][N:49](C(OC(C)(C)C)=O)[CH3:50])[CH:37]=4)=[CH:27][CH:26]=3)[C:22]([OH:24])=[O:23])[C:17]=2[F:19])[CH:12]=[CH:11][N:10]=1)=O)(C)(C)C.Cl. (2) Given the product [I:1][C:2]1[C:7]([CH3:8])=[CH:6][C:5]([NH:9][C:10]([CH2:11][CH2:12][N:20]2[CH2:21][CH2:22][CH:23]([O:26][C:27](=[O:41])[NH:28][C:29]3[CH:34]=[CH:33][CH:32]=[CH:31][C:30]=3[C:35]3[CH:40]=[CH:39][CH:38]=[CH:37][CH:36]=3)[CH2:24][CH2:25]2)=[O:13])=[C:4]([CH3:14])[CH:3]=1, predict the reactants needed to synthesize it. The reactants are: [I:1][C:2]1[C:7]([CH3:8])=[CH:6][C:5]([NH:9][C:10](=[O:13])[CH:11]=[CH2:12])=[C:4]([CH3:14])[CH:3]=1.CN(C)C=O.[NH:20]1[CH2:25][CH2:24][CH:23]([O:26][C:27](=[O:41])[NH:28][C:29]2[CH:34]=[CH:33][CH:32]=[CH:31][C:30]=2[C:35]2[CH:40]=[CH:39][CH:38]=[CH:37][CH:36]=2)[CH2:22][CH2:21]1. (3) Given the product [Cl:1][C:2]1[CH:3]=[N+:4]([O-:44])[CH:5]=[C:6]([Cl:43])[C:7]=1[CH2:8][C@@H:9]([C:28]1[CH:33]=[CH:32][C:31]([O:34][CH:35]([F:36])[F:37])=[C:30]([O:38][CH2:39][CH:40]2[CH2:41][CH2:42]2)[CH:29]=1)[O:10][C:11](=[O:27])[CH2:12][N:13]1[C:21](=[O:22])[C:20]2[C:15](=[CH:16][CH:17]=[C:18]([NH:23][OH:24])[CH:19]=2)[C:14]1=[O:26], predict the reactants needed to synthesize it. The reactants are: [Cl:1][C:2]1[CH:3]=[N+:4]([O-:44])[CH:5]=[C:6]([Cl:43])[C:7]=1[CH2:8][C@@H:9]([C:28]1[CH:33]=[CH:32][C:31]([O:34][CH:35]([F:37])[F:36])=[C:30]([O:38][CH2:39][CH:40]2[CH2:42][CH2:41]2)[CH:29]=1)[O:10][C:11](=[O:27])[CH2:12][N:13]1[C:21](=[O:22])[C:20]2[C:15](=[CH:16][CH:17]=[C:18]([N+:23]([O-])=[O:24])[CH:19]=2)[C:14]1=[O:26].O.O.[Sn](Cl)Cl. (4) Given the product [F:1][C:2]1[CH:8]=[CH:7][C:5]([NH:6][CH2:9][CH2:10][CH3:12])=[CH:4][CH:3]=1, predict the reactants needed to synthesize it. The reactants are: [F:1][C:2]1[CH:8]=[CH:7][C:5]([NH2:6])=[CH:4][CH:3]=1.[CH3:9][C:10]([CH3:12])=O.O.O.O.C([O-])(=O)C.[Na+].C(=O)=O.CC(C)=O.[BH4-].[Na+].[OH-].[NH4+]. (5) Given the product [C:1]([NH:7][C:8]1[N:9]=[CH:10][C:11]([CH2:14][O:15][C:16]2[CH:17]=[N:18][C:19]([N:22]3[CH2:27][CH2:26][N:25]([C:28]([O:30][C:31]([CH3:34])([CH3:33])[CH3:32])=[O:29])[CH2:24][CH2:23]3)=[N:20][CH:21]=2)=[CH:12][N:13]=1)(=[O:5])[CH:2]([CH3:4])[CH3:3], predict the reactants needed to synthesize it. The reactants are: [C:1](Cl)(=[O:5])[CH:2]([CH3:4])[CH3:3].[NH2:7][C:8]1[N:13]=[CH:12][C:11]([CH2:14][O:15][C:16]2[CH:17]=[N:18][C:19]([N:22]3[CH2:27][CH2:26][N:25]([C:28]([O:30][C:31]([CH3:34])([CH3:33])[CH3:32])=[O:29])[CH2:24][CH2:23]3)=[N:20][CH:21]=2)=[CH:10][N:9]=1.N1C=CC=CC=1. (6) Given the product [ClH:30].[CH3:1][O:2][C:3]1[CH:29]=[CH:28][C:6]2[N:7]([C:10]3[CH:11]=[CH:12][C:13]([NH:16][CH2:19][CH2:20][OH:21])=[CH:14][CH:15]=3)[CH:8]=[N:9][C:5]=2[CH:4]=1, predict the reactants needed to synthesize it. The reactants are: [CH3:1][O:2][C:3]1[CH:29]=[CH:28][C:6]2[N:7]([C:10]3[CH:15]=[CH:14][C:13]([N:16]([CH2:19][CH2:20][O:21]C4CCCCO4)C=O)=[CH:12][CH:11]=3)[CH:8]=[N:9][C:5]=2[CH:4]=1.[ClH:30]. (7) Given the product [C:1]([O:5][C:6](=[O:26])[C:7]1[CH:12]=[C:11]([C:13]2[CH:18]=[C:17]([S:19][CH2:20][CH2:21][NH:22][C:36](=[O:37])[CH:35]([NH:34][C:32]([O:31][C:27]([CH3:30])([CH3:29])[CH3:28])=[O:33])[CH2:39][CH2:40][NH:41][C:42]([O:44][C:45]([CH3:48])([CH3:47])[CH3:46])=[O:43])[N:16]=[C:15]([NH2:23])[N:14]=2)[C:10]([CH3:24])=[CH:9][C:8]=1[CH3:25])([CH3:4])([CH3:3])[CH3:2], predict the reactants needed to synthesize it. The reactants are: [C:1]([O:5][C:6](=[O:26])[C:7]1[CH:12]=[C:11]([C:13]2[CH:18]=[C:17]([S:19][CH2:20][CH2:21][NH2:22])[N:16]=[C:15]([NH2:23])[N:14]=2)[C:10]([CH3:24])=[CH:9][C:8]=1[CH3:25])([CH3:4])([CH3:3])[CH3:2].[C:27]([O:31][C:32]([NH:34][CH:35]([CH2:39][CH2:40][NH:41][C:42]([O:44][C:45]([CH3:48])([CH3:47])[CH3:46])=[O:43])[C:36](O)=[O:37])=[O:33])([CH3:30])([CH3:29])[CH3:28].C(C(N)C(O)=O)CN.Cl.Cl.ON1C2C=CC=CC=2N=N1.Cl.C(N=C=NCCCN(C)C)C.C(N(C(C)C)CC)(C)C. (8) Given the product [OH:1][C:2]([C:27]1[N:32]=[CH:31][C:30]([C:33]([OH:35])=[O:34])=[CH:29][CH:28]=1)([C:4]1[S:5][C:6]([C:9]2[CH:14]=[C:13]([NH:15][C:16]3[N:21]=[C:20]([C:22]([F:25])([F:24])[F:23])[CH:19]=[CH:18][N:17]=3)[CH:12]=[C:11]([CH3:26])[CH:10]=2)=[CH:7][N:8]=1)[CH3:3], predict the reactants needed to synthesize it. The reactants are: [OH:1][C:2]([C:27]1[N:32]=[CH:31][C:30]([C:33]([O:35]C)=[O:34])=[CH:29][CH:28]=1)([C:4]1[S:5][C:6]([C:9]2[CH:14]=[C:13]([NH:15][C:16]3[N:21]=[C:20]([C:22]([F:25])([F:24])[F:23])[CH:19]=[CH:18][N:17]=3)[CH:12]=[C:11]([CH3:26])[CH:10]=2)=[CH:7][N:8]=1)[CH3:3].[OH-].[Na+].Cl. (9) Given the product [CH2:15]([O:14][C:12](=[O:13])[CH2:11][C:4]1([OH:7])[CH2:5][CH2:6][O:1][CH2:2][CH2:3]1)[CH3:16], predict the reactants needed to synthesize it. The reactants are: [O:1]1[CH2:6][CH2:5][C:4](=[O:7])[CH2:3][CH2:2]1.II.Br[CH2:11][C:12]([O:14][CH2:15][CH3:16])=[O:13].S(=O)(=O)(O)O. (10) Given the product [CH3:17][C:18]1([CH2:21][O:15][C:14](=[O:16])[C@H:12]([CH3:13])[NH:11][C:9](=[O:10])[CH2:8][C:4]2[CH:5]=[CH:6][CH:7]=[C:2]([Cl:1])[CH:3]=2)[CH2:20][CH2:19]1, predict the reactants needed to synthesize it. The reactants are: [Cl:1][C:2]1[CH:3]=[C:4]([CH2:8][C:9]([NH:11][C@H:12]([C:14]([OH:16])=[O:15])[CH3:13])=[O:10])[CH:5]=[CH:6][CH:7]=1.[CH3:17][C:18]1([CH2:21]O)[CH2:20][CH2:19]1.